This data is from Catalyst prediction with 721,799 reactions and 888 catalyst types from USPTO. The task is: Predict which catalyst facilitates the given reaction. (1) Reactant: [NH2:1][C@@H:2]1[CH2:7][CH2:6][CH2:5][N:4]([C:8]([O:10][C:11]([CH3:14])([CH3:13])[CH3:12])=[O:9])[CH2:3]1.[CH3:15][C:16]([CH3:18])=O.C(O[BH-](OC(=O)C)OC(=O)C)(=O)C.[Na+].C(=O)([O-])O.[Na+]. Product: [CH:16]([NH:1][C@@H:2]1[CH2:7][CH2:6][CH2:5][N:4]([C:8]([O:10][C:11]([CH3:14])([CH3:13])[CH3:12])=[O:9])[CH2:3]1)([CH3:18])[CH3:15]. The catalyst class is: 212. (2) Reactant: FC(F)(F)C([N:5]1[CH2:11][CH:10]([CH2:12][CH3:13])[C:9]2[CH:14]=[C:15]([Cl:18])[CH:16]=[CH:17][C:8]=2[CH2:7][CH2:6]1)=O.[OH-].[Na+]. Product: [Cl:18][C:15]1[CH:16]=[CH:17][C:8]2[CH2:7][CH2:6][NH:5][CH2:11][CH:10]([CH2:12][CH3:13])[C:9]=2[CH:14]=1. The catalyst class is: 5. (3) Reactant: [C:1]([O:5][C:6](=[O:33])[NH:7][C:8]1[C:16]2[C:11](=[CH:12][CH:13]=[CH:14][CH:15]=2)[C:10]([C:25]2[CH:30]=[CH:29][C:28]([OH:31])=[C:27](Br)[CH:26]=2)([C:17]2[CH:22]=[CH:21][C:20]([O:23][CH3:24])=[CH:19][CH:18]=2)[N:9]=1)([CH3:4])([CH3:3])[CH3:2].C(=O)([O-])[O-].[Cs+].[Cs+].IC.C(OCC)(=O)C. Product: [C:1]([O:5][C:6](=[O:33])[NH:7][C:8]1[C:16]2[C:11](=[CH:12][CH:13]=[CH:14][CH:15]=2)[C:10]([C:25]2[CH:30]=[CH:29][C:28]([OH:31])=[CH:27][CH:26]=2)([C:17]2[CH:22]=[CH:21][C:20]([O:23][CH3:24])=[CH:19][CH:18]=2)[N:9]=1)([CH3:4])([CH3:2])[CH3:3]. The catalyst class is: 9. (4) Reactant: [H-].[Na+].[C:3]([O:7][C:8]([N:10]1[CH2:15][CH2:14][N:13]([C:16]([O:18][C:19]([CH3:22])([CH3:21])[CH3:20])=[O:17])[CH2:12][C@@H:11]1[CH2:23][CH2:24][OH:25])=[O:9])([CH3:6])([CH3:5])[CH3:4].[CH3:26]I. Product: [C:3]([O:7][C:8]([N:10]1[CH2:15][CH2:14][N:13]([C:16]([O:18][C:19]([CH3:22])([CH3:21])[CH3:20])=[O:17])[CH2:12][CH:11]1[CH2:23][CH2:24][O:25][CH3:26])=[O:9])([CH3:6])([CH3:5])[CH3:4]. The catalyst class is: 627. (5) Reactant: Cl[C:2]1[CH:7]=[N:6][CH:5]=[C:4]([Cl:8])[N:3]=1.[CH2:9]([CH:11]([NH2:14])[CH2:12][CH3:13])[CH3:10]. Product: [CH3:10][CH2:9][CH:11]([NH:14][C:2]1[N:3]=[C:4]([Cl:8])[CH:5]=[N:6][CH:7]=1)[CH2:12][CH3:13]. The catalyst class is: 14. (6) Reactant: [Br:1][C:2]1[C:9]([OH:10])=[CH:8][CH:7]=[CH:6][C:3]=1[CH:4]=[O:5].C([O-])([O-])=O.[K+].[K+].Br[CH2:18][CH3:19]. Product: [Br:1][C:2]1[C:9]([O:10][CH2:18][CH3:19])=[CH:8][CH:7]=[CH:6][C:3]=1[CH:4]=[O:5]. The catalyst class is: 3.